Dataset: Forward reaction prediction with 1.9M reactions from USPTO patents (1976-2016). Task: Predict the product of the given reaction. Given the reactants CC1(C)C(C)(C)OB([C:9]2[CH:33]=[CH:32][C:12]([O:13][CH2:14][C:15]3[CH:27]=[CH:26][C:25]([C:28]([F:31])([F:30])[F:29])=[CH:24][C:16]=3[C:17]([O:19][C:20]([CH3:23])([CH3:22])[CH3:21])=[O:18])=[CH:11][CH:10]=2)O1.Br[C:36]1[CH:41]=[CH:40][C:39]([CH2:42][C:43]([O:45][CH3:46])=[O:44])=[CH:38][CH:37]=1, predict the reaction product. The product is: [CH3:46][O:45][C:43]([CH2:42][C:39]1[CH:40]=[CH:41][C:36]([C:9]2[CH:33]=[CH:32][C:12]([O:13][CH2:14][C:15]3[CH:27]=[CH:26][C:25]([C:28]([F:29])([F:30])[F:31])=[CH:24][C:16]=3[C:17]([O:19][C:20]([CH3:21])([CH3:23])[CH3:22])=[O:18])=[CH:11][CH:10]=2)=[CH:37][CH:38]=1)=[O:44].